From a dataset of Rat liver microsome stability data. Regression/Classification. Given a drug SMILES string, predict its absorption, distribution, metabolism, or excretion properties. Task type varies by dataset: regression for continuous measurements (e.g., permeability, clearance, half-life) or binary classification for categorical outcomes (e.g., BBB penetration, CYP inhibition). Dataset: rlm. (1) The result is 1 (stable in rat liver microsomes). The molecule is CCN(CC)C(=O)N1c2ccccc2C=Cc2ccccc21. (2) The compound is COc1ncc(-c2cc(C3=Nc4c(C(C)(C)C)nn(CCO)c4C(=O)NC3)ccc2OC)cn1. The result is 0 (unstable in rat liver microsomes). (3) The drug is CN1C[C@H](c2ccc(-c3ccc4c(c3)OC[C@H]3[C@H](CO)OC(=O)N43)cn2)OC1=O. The result is 0 (unstable in rat liver microsomes). (4) The molecule is COc1ccc2c(c1)[C@]1(C[C@H]1c1ccc3c(C=Cc4ccc([C@H](C)N5CCOCC5)cc4)[nH]nc3c1)C(=O)N2C. The result is 1 (stable in rat liver microsomes). (5) The molecule is CCC1=Nc2cc(C(=O)NC3CCCC3)ccc2Sc2ccc(Cl)cc21. The result is 1 (stable in rat liver microsomes). (6) The molecule is O=C(c1ccc(C(F)(F)F)nc1)N1CCC(NS(=O)(=O)c2cc(S(=O)(=O)c3ccccc3)ccc2C(F)(F)F)CC1. The result is 1 (stable in rat liver microsomes). (7) The result is 0 (unstable in rat liver microsomes). The molecule is O=C(Nc1nnc(C2CCCCC2)s1)c1ccc(Br)s1. (8) The compound is O=C(/C=C/c1ccc2c(c1)CN(CCc1cnn3ccccc13)C2)NO. The result is 1 (stable in rat liver microsomes).